This data is from Rat liver microsome stability data. The task is: Regression/Classification. Given a drug SMILES string, predict its absorption, distribution, metabolism, or excretion properties. Task type varies by dataset: regression for continuous measurements (e.g., permeability, clearance, half-life) or binary classification for categorical outcomes (e.g., BBB penetration, CYP inhibition). Dataset: rlm. The molecule is C#Cc1cccc(-c2ccc(CN3CCN(C)CC3)o2)c1Cc1ccc2c(c1C)C=CC2. The result is 1 (stable in rat liver microsomes).